From a dataset of Catalyst prediction with 721,799 reactions and 888 catalyst types from USPTO. Predict which catalyst facilitates the given reaction. (1) Reactant: C(Cl)(=O)C(Cl)=O.[CH:7]1([C@H:11]([NH:13][C:14]2[N:22]=[C:21]([C:23](O)=[O:24])[N:20]=[C:19]3[C:15]=2[N:16]([CH2:26][C@H:27]2[CH2:32][CH2:31][C@H:30]([CH3:33])[CH2:29][CH2:28]2)[CH:17]=[N:18]3)[CH3:12])[CH2:10][CH2:9][CH2:8]1.[NH2:34][NH2:35]. Product: [CH:7]1([C@H:11]([NH:13][C:14]2[N:22]=[C:21]([C:23]([NH:34][NH2:35])=[O:24])[N:20]=[C:19]3[C:15]=2[N:16]([CH2:26][C@H:27]2[CH2:28][CH2:29][C@H:30]([CH3:33])[CH2:31][CH2:32]2)[CH:17]=[N:18]3)[CH3:12])[CH2:8][CH2:9][CH2:10]1. The catalyst class is: 4. (2) Reactant: [C:1]([C@H:5]1[CH2:10][CH2:9][C@H:8]([O:11][C:12]2[CH:17]=[CH:16][C:15]([N:18]3[CH:22]=[C:21]([CH2:23][N:24]4[CH2:29][CH2:28][CH:27]([C:30]([O:32]CC)=[O:31])[CH2:26][CH2:25]4)[N:20]=[N:19]3)=[CH:14][CH:13]=2)[CH2:7][CH2:6]1)([CH3:4])([CH3:3])[CH3:2].O[Li].O.Cl. Product: [C:1]([C@H:5]1[CH2:10][CH2:9][C@H:8]([O:11][C:12]2[CH:17]=[CH:16][C:15]([N:18]3[CH:22]=[C:21]([CH2:23][N:24]4[CH2:25][CH2:26][CH:27]([C:30]([OH:32])=[O:31])[CH2:28][CH2:29]4)[N:20]=[N:19]3)=[CH:14][CH:13]=2)[CH2:7][CH2:6]1)([CH3:4])([CH3:2])[CH3:3]. The catalyst class is: 20. (3) Reactant: [Cl:1][C:2]1[CH:8]=[C:7]([N+:9]([O-:11])=[O:10])[C:5]([NH2:6])=[C:4]([F:12])[C:3]=1F.[CH2:14]([N:16]1[CH2:21][CH2:20][NH:19][CH2:18][CH2:17]1)[CH3:15].C(=O)([O-])[O-].[K+].[K+].O. Product: [Cl:1][C:2]1[CH:8]=[C:7]([N+:9]([O-:11])=[O:10])[C:5]([NH2:6])=[C:4]([F:12])[C:3]=1[N:19]1[CH2:20][CH2:21][N:16]([CH2:14][CH3:15])[CH2:17][CH2:18]1. The catalyst class is: 16. (4) Reactant: [H-].[Na+].[CH3:3][C:4]1[C:16]2[C:15]3[C:10](=[CH:11][CH:12]=[CH:13][CH:14]=3)[NH:9][C:8]=2[CH:7]=[CH:6][C:5]=1[N+:17]([O-:19])=[O:18].[CH3:20][S:21](Cl)(=[O:23])=[O:22]. Product: [CH3:3][C:4]1[C:16]2[C:15]3[C:10](=[CH:11][CH:12]=[CH:13][CH:14]=3)[N:9]([S:21]([CH3:20])(=[O:23])=[O:22])[C:8]=2[CH:7]=[CH:6][C:5]=1[N+:17]([O-:19])=[O:18]. The catalyst class is: 3. (5) Reactant: [N+:1]([C:4]1[CH:12]=[C:11]2[C:7]([C:8]([CH:21]=[CH2:22])=[N:9][N:10]2[CH2:13][O:14][CH2:15][CH2:16][Si:17]([CH3:20])([CH3:19])[CH3:18])=[CH:6][CH:5]=1)([O-])=O.[H][H]. Product: [CH2:21]([C:8]1[C:7]2[C:11](=[CH:12][C:4]([NH2:1])=[CH:5][CH:6]=2)[N:10]([CH2:13][O:14][CH2:15][CH2:16][Si:17]([CH3:19])([CH3:18])[CH3:20])[N:9]=1)[CH3:22]. The catalyst class is: 43.